Task: Predict the product of the given reaction.. Dataset: Forward reaction prediction with 1.9M reactions from USPTO patents (1976-2016) (1) Given the reactants [CH3:1][N:2]1[C:6]2[N:7]=[CH:8][N:9]=[C:10]([N:11]3[C:15]4=[N:16][CH:17]=[CH:18][CH:19]=[C:14]4[C:13]([C:20]([OH:22])=O)=[CH:12]3)[C:5]=2[CH:4]=[CH:3]1.S(Cl)([Cl:25])=O, predict the reaction product. The product is: [Cl:25][C:20]([C:13]1[C:14]2[C:15](=[N:16][CH:17]=[CH:18][CH:19]=2)[N:11]([C:10]2[C:5]3[CH:4]=[CH:3][N:2]([CH3:1])[C:6]=3[N:7]=[CH:8][N:9]=2)[CH:12]=1)=[O:22]. (2) Given the reactants Br[C:2]1[CH:11]=[C:10]([C:12]([O:14][CH3:15])=[O:13])[CH:9]=[CH:8][C:3]=1[C:4]([O:6][CH3:7])=[O:5].[NH2:16][C:17]1[CH:22]=[CH:21][CH:20]=[CH:19][CH:18]=1.P([O-])([O-])([O-])=O.[K+].[K+].[K+], predict the reaction product. The product is: [C:17]1([NH:16][C:2]2[CH:11]=[C:10]([C:12]([O:14][CH3:15])=[O:13])[CH:9]=[CH:8][C:3]=2[C:4]([O:6][CH3:7])=[O:5])[CH:22]=[CH:21][CH:20]=[CH:19][CH:18]=1. (3) Given the reactants [Cl:1][C:2]1[CH:3]=[C:4]([C:9]2[O:10][CH:11]=[CH:12][N:13]=2)[CH:5]=[CH:6][C:7]=1[CH3:8].[Br:14]N1C(=O)CCC1=O.CCCCCC, predict the reaction product. The product is: [Br:14][CH2:8][C:7]1[CH:6]=[CH:5][C:4]([C:9]2[O:10][CH:11]=[CH:12][N:13]=2)=[CH:3][C:2]=1[Cl:1]. (4) Given the reactants [Cl:1][C:2]1[N:7]=[C:6]([N:8]2[CH2:13][CH2:12][O:11][CH2:10][C@@H:9]2[CH3:14])[N:5]=[C:4]([NH:15][CH:16]2[CH2:19][N:18]([C:20]([O:22][C:23]([CH3:26])([CH3:25])[CH3:24])=[O:21])[CH2:17]2)[C:3]=1[CH2:27][CH2:28]O.CS(Cl)(=O)=O.C1CCN2C(=NCCC2)CC1, predict the reaction product. The product is: [Cl:1][C:2]1[C:3]2[CH2:27][CH2:28][N:15]([CH:16]3[CH2:19][N:18]([C:20]([O:22][C:23]([CH3:26])([CH3:24])[CH3:25])=[O:21])[CH2:17]3)[C:4]=2[N:5]=[C:6]([N:8]2[CH2:13][CH2:12][O:11][CH2:10][C@@H:9]2[CH3:14])[N:7]=1. (5) Given the reactants I[C:2]1[CH:7]=[CH:6][C:5]([S:8]([NH:11][CH2:12][C:13]2[CH:27]=[CH:26][C:16]([C:17]([NH:19][C:20]3[CH:21]=[N:22][CH:23]=[CH:24][CH:25]=3)=[O:18])=[CH:15][CH:14]=2)(=[O:10])=[O:9])=[CH:4][CH:3]=1.[CH3:28][O:29][CH2:30][C:31]#[CH:32], predict the reaction product. The product is: [CH3:28][O:29][CH2:30][C:31]#[C:32][C:2]1[CH:7]=[CH:6][C:5]([S:8]([NH:11][CH2:12][C:13]2[CH:27]=[CH:26][C:16]([C:17]([NH:19][C:20]3[CH:21]=[N:22][CH:23]=[CH:24][CH:25]=3)=[O:18])=[CH:15][CH:14]=2)(=[O:10])=[O:9])=[CH:4][CH:3]=1.